This data is from Peptide-MHC class II binding affinity with 134,281 pairs from IEDB. The task is: Regression. Given a peptide amino acid sequence and an MHC pseudo amino acid sequence, predict their binding affinity value. This is MHC class II binding data. (1) The MHC is DRB1_1501 with pseudo-sequence DRB1_1501. The peptide sequence is TFTVEKGSNEKHLAV. The binding affinity (normalized) is 0.203. (2) The peptide sequence is GELQIVDKICAAFKI. The MHC is DRB5_0101 with pseudo-sequence DRB5_0101. The binding affinity (normalized) is 0.770. (3) The peptide sequence is GELQIVDKIDANFKI. The MHC is DRB1_1101 with pseudo-sequence DRB1_1101. The binding affinity (normalized) is 0.581. (4) The peptide sequence is TANVPPADKYKTLEA. The MHC is DRB1_0701 with pseudo-sequence DRB1_0701. The binding affinity (normalized) is 0.0369. (5) The peptide sequence is NDVSTYASGKVWGQK. The MHC is HLA-DQA10102-DQB10602 with pseudo-sequence HLA-DQA10102-DQB10602. The binding affinity (normalized) is 0.325. (6) The peptide sequence is MLFRILSLNLIKIK. The MHC is DRB1_1201 with pseudo-sequence DRB1_1201. The binding affinity (normalized) is 0.873. (7) The MHC is DRB1_0701 with pseudo-sequence DRB1_0701. The binding affinity (normalized) is 0.177. The peptide sequence is AEHQAIIRDVLTASD. (8) The peptide sequence is KEYSHCAWTIVRVEI. The MHC is DRB1_0405 with pseudo-sequence DRB1_0405. The binding affinity (normalized) is 0.602. (9) The peptide sequence is GAGAAPLSWSKEIYN. The MHC is HLA-DPA10201-DPB10501 with pseudo-sequence HLA-DPA10201-DPB10501. The binding affinity (normalized) is 0.0588.